From a dataset of Full USPTO retrosynthesis dataset with 1.9M reactions from patents (1976-2016). Predict the reactants needed to synthesize the given product. (1) The reactants are: [NH:1]1[C:5]2[CH:6]=[CH:7][CH:8]=[CH:9][C:4]=2[N:3]=[C:2]1[CH2:10][N:11]([CH3:22])[CH:12]1[C:21]2[N:20]=[CH:19][CH:18]=[CH:17][C:16]=2[CH2:15][CH2:14][CH2:13]1.Cl.Cl[CH2:25][CH2:26][N:27]1[CH2:32][CH2:31][O:30][CH2:29][CH2:28]1.CN(CC1N(CCN2CCCCC2)C2C=CC=CC=2N=1)C1C2N=CC=CC=2CCC1. Given the product [CH3:22][N:11]([CH2:10][C:2]1[N:3]([CH2:25][CH2:26][N:27]2[CH2:32][CH2:31][O:30][CH2:29][CH2:28]2)[C:4]2[CH:9]=[CH:8][CH:7]=[CH:6][C:5]=2[N:1]=1)[CH:12]1[C:21]2[N:20]=[CH:19][CH:18]=[CH:17][C:16]=2[CH2:15][CH2:14][CH2:13]1, predict the reactants needed to synthesize it. (2) The reactants are: [ClH:1].[F:2][C:3]1[CH:4]=[CH:5][C:6]([CH2:9][O:10][C:11]2[CH:16]=[CH:15][N:14]([C:17]3[CH:25]=[C:24]4[C:20]([C:21]5[CH2:31][CH2:30][CH2:29][NH:28][CH2:27][C:22]=5[N:23]4[CH3:26])=[CH:19][CH:18]=3)[C:13](=[O:32])[CH:12]=2)=[N:7][CH:8]=1. Given the product [ClH:1].[F:2][C:3]1[CH:4]=[CH:5][C:6]([CH2:9][O:10][C:11]2[CH:16]=[CH:15][N:14]([C:17]3[CH:25]=[C:24]4[C:20]([C:21]5[CH2:31][CH2:30][CH2:29][NH:28][CH2:27][C:22]=5[N:23]4[CH3:26])=[CH:19][CH:18]=3)[C:13](=[O:32])[CH:12]=2)=[N:7][CH:8]=1, predict the reactants needed to synthesize it. (3) Given the product [O:29]=[C:12]1[NH:11][C@H:10]2[CH2:9][S:8][C:16]([CH2:17][CH2:18][CH2:19][C:20]([O:27][CH2:26][C:23]([CH2:22][OH:21])([CH3:28])[CH2:24][OH:25])=[O:3])=[CH:15][C@H:14]2[O:13]1, predict the reactants needed to synthesize it. The reactants are: CC(C)=[O:3].O.CC1(C)[N:11]2[C:12](=[O:29])[O:13][C@H:14]([C:15]#[C:16][CH2:17][CH2:18][CH2:19][C:20]34[O:27][CH2:26][C:23]([CH3:28])([CH2:24][O:25]3)[CH2:22][O:21]4)[C@@H:10]2[CH2:9][S:8]1. (4) Given the product [CH3:1][CH:2]1[CH2:7][CH2:6][CH2:5][N:4]([C:9]2[CH:14]=[CH:13][CH:12]=[CH:11][C:10]=2[N+:15]([O-:17])=[O:16])[CH2:3]1, predict the reactants needed to synthesize it. The reactants are: [CH3:1][CH:2]1[CH2:7][CH2:6][CH2:5][NH:4][CH2:3]1.Cl[C:9]1[CH:14]=[CH:13][CH:12]=[CH:11][C:10]=1[N+:15]([O-:17])=[O:16].C(N(C(C)C)CC)(C)C.C(OCC)(=O)C.CCCCCC. (5) Given the product [NH2:29][C:26]1[N:25]=[CH:24][C:23]([C:12]2[N:11]=[C:10]3[C:15]([N:16]=[C:8]([NH:5][CH2:4][CH2:3][N:2]([CH3:6])[CH3:1])[N:9]3[CH2:30][CH:31]3[CH2:33][CH2:32]3)=[C:14]([N:17]3[CH2:22][CH2:21][O:20][CH2:19][CH2:18]3)[N:13]=2)=[CH:28][N:27]=1, predict the reactants needed to synthesize it. The reactants are: [CH3:1][N:2]([CH3:6])[CH2:3][CH2:4][NH2:5].Cl[C:8]1[N:9]([CH2:30][CH:31]2[CH2:33][CH2:32]2)[C:10]2[C:15]([N:16]=1)=[C:14]([N:17]1[CH2:22][CH2:21][O:20][CH2:19][CH2:18]1)[N:13]=[C:12]([C:23]1[CH:24]=[N:25][C:26]([NH2:29])=[N:27][CH:28]=1)[N:11]=2. (6) Given the product [F:1][C:2]1[CH:3]=[C:4]([C@@:9]2([CH3:25])[N:18]([CH2:19][CH2:20][OH:21])[C:17](=[O:24])[C:12]3([CH2:16][CH2:15][CH2:14][CH2:13]3)[NH:11][CH2:10]2)[CH:5]=[C:6]([F:8])[CH:7]=1, predict the reactants needed to synthesize it. The reactants are: [F:1][C:2]1[CH:3]=[C:4]([C@@:9]2([CH3:25])[N:18]([CH2:19][C:20](OC)=[O:21])[C:17](=[O:24])[C:12]3([CH2:16][CH2:15][CH2:14][CH2:13]3)[NH:11][CH2:10]2)[CH:5]=[C:6]([F:8])[CH:7]=1.[H-].[H-].[H-].[H-].[Li+].[Al+3]. (7) Given the product [Cl:1][C:2]1[CH:3]=[C:4]([CH:12]([CH2:30][CH:31]2[CH2:32][CH2:33][CH2:34][CH2:35]2)[C:13]([NH:15][C:16]2[CH:21]=[N:20][C:19]([CH2:22][CH:23]3[C:27](=[O:28])[NH:26][C:25](=[O:29])[NH:24]3)=[CH:18][N:17]=2)=[O:14])[CH:5]=[CH:6][C:7]=1[S:8]([CH3:11])(=[O:10])=[O:9], predict the reactants needed to synthesize it. The reactants are: [Cl:1][C:2]1[CH:3]=[C:4]([CH:12]([CH2:30][CH:31]2[CH2:35][CH2:34][CH2:33][CH2:32]2)[C:13]([NH:15][C:16]2[CH:21]=[N:20][C:19]([CH:22]=[C:23]3[C:27](=[O:28])[NH:26][C:25](=[O:29])[NH:24]3)=[CH:18][N:17]=2)=[O:14])[CH:5]=[CH:6][C:7]=1[S:8]([CH3:11])(=[O:10])=[O:9].